From a dataset of Reaction yield outcomes from USPTO patents with 853,638 reactions. Predict the reaction yield, written as a fraction of the theoretical maximum amount of product (1.0 means a 100% yield; for example, 0.34 means a 34% yield). The reactants are [Cl:1][C:2]1[C:7]([Cl:8])=[CH:6][CH:5]=[CH:4][C:3]=1[OH:9].[Br:10][CH2:11][CH2:12]Br.[OH-].[Na+]. No catalyst specified. The product is [Br:10][CH2:11][CH2:12][O:9][C:3]1[CH:4]=[CH:5][CH:6]=[C:7]([Cl:8])[C:2]=1[Cl:1]. The yield is 0.600.